Dataset: Peptide-MHC class I binding affinity with 185,985 pairs from IEDB/IMGT. Task: Regression. Given a peptide amino acid sequence and an MHC pseudo amino acid sequence, predict their binding affinity value. This is MHC class I binding data. (1) The peptide sequence is TLKDGDFIL. The MHC is HLA-A25:01 with pseudo-sequence HLA-A25:01. The binding affinity (normalized) is 0.0847. (2) The peptide sequence is LKILVLSIL. The MHC is HLA-A26:01 with pseudo-sequence HLA-A26:01. The binding affinity (normalized) is 0.0395. (3) The peptide sequence is NVISSKISY. The MHC is HLA-A11:01 with pseudo-sequence HLA-A11:01. The binding affinity (normalized) is 0.429. (4) The peptide sequence is HMIAGVFFTF. The MHC is HLA-A24:02 with pseudo-sequence HLA-A24:02. The binding affinity (normalized) is 0.575. (5) The peptide sequence is KEISNMLSII. The MHC is HLA-B40:01 with pseudo-sequence HLA-B40:01. The binding affinity (normalized) is 0.634. (6) The peptide sequence is IVIWGKTPK. The MHC is HLA-A68:01 with pseudo-sequence HLA-A68:01. The binding affinity (normalized) is 0.493. (7) The peptide sequence is TTRAVNMEV. The MHC is HLA-B27:03 with pseudo-sequence HLA-B27:03. The binding affinity (normalized) is 0.0847.